Dataset: Forward reaction prediction with 1.9M reactions from USPTO patents (1976-2016). Task: Predict the product of the given reaction. Given the reactants [Cl:1][C:2]1[CH:3]=[C:4]([N+:9]([O-:11])=[O:10])[CH:5]=[CH:6][C:7]=1F.[SH:12][C:13]1[NH:14][CH:15]=[CH:16][N:17]=1, predict the reaction product. The product is: [Cl:1][C:2]1[CH:3]=[C:4]([N+:9]([O-:11])=[O:10])[CH:5]=[CH:6][C:7]=1[S:12][C:13]1[NH:14][CH:15]=[CH:16][N:17]=1.